From a dataset of Forward reaction prediction with 1.9M reactions from USPTO patents (1976-2016). Predict the product of the given reaction. (1) The product is: [CH3:1][O:2][C:3]1[CH:8]=[CH:7][C:6]([C:9]2[N:10]=[C:11]([C:22]3([CH3:28])[CH2:27][CH2:26][N:25]([C:33](=[O:39])[N:50]([OH:51])[CH3:49])[CH2:24][CH2:23]3)[O:12][C:13]=2[C:14]2[CH:19]=[CH:18][C:17]([O:20][CH3:21])=[CH:16][CH:15]=2)=[CH:5][CH:4]=1. Given the reactants [CH3:1][O:2][C:3]1[CH:8]=[CH:7][C:6]([C:9]2[N:10]=[C:11]([C:22]3([CH3:28])[CH2:27][CH2:26][NH:25][CH2:24][CH2:23]3)[O:12][C:13]=2[C:14]2[CH:19]=[CH:18][C:17]([O:20][CH3:21])=[CH:16][CH:15]=2)=[CH:5][CH:4]=1.ClC(Cl)(O[C:33](=[O:39])OC(Cl)(Cl)Cl)Cl.C(N(CC)CC)C.Cl.[CH3:49][NH:50][OH:51], predict the reaction product. (2) The product is: [NH2:19][C:3]1[C:2]([F:1])=[CH:7][C:6]([C:10]2([CH3:9])[CH2:15][CH2:14][CH2:13][CH2:12][CH2:11]2)=[C:5]([OH:8])[CH:4]=1. Given the reactants [F:1][C:2]1[CH:7]=[CH:6][C:5]([OH:8])=[CH:4][CH:3]=1.[CH3:9][C:10]1(O)[CH2:15][CH2:14][CH2:13][CH2:12][CH2:11]1.CC#[N:19], predict the reaction product. (3) Given the reactants Cl[C:2]([O:4][CH2:5][CH3:6])=[O:3].N1C=CC=CC=1.[F:13][C:14]([F:49])([F:48])[C:15]1[CH:16]=[C:17]([CH:41]=[C:42]([C:44]([F:47])([F:46])[F:45])[CH:43]=1)[CH2:18][N:19]([CH:25]1[CH2:31][CH2:30][CH2:29][NH:28][C:27]2[CH:32]=[C:33]([C:37]([F:40])([F:39])[F:38])[C:34]([CH3:36])=[CH:35][C:26]1=2)[C:20]1[NH:24][N:23]=[N:22][N:21]=1, predict the reaction product. The product is: [CH2:5]([O:4][C:2]([N:28]1[CH2:29][CH2:30][CH2:31][CH:25]([N:19]([CH2:18][C:17]2[CH:41]=[C:42]([C:44]([F:47])([F:46])[F:45])[CH:43]=[C:15]([C:14]([F:13])([F:49])[F:48])[CH:16]=2)[C:20]2[NH:24][N:23]=[N:22][N:21]=2)[C:26]2[CH:35]=[C:34]([CH3:36])[C:33]([C:37]([F:39])([F:38])[F:40])=[CH:32][C:27]1=2)=[O:3])[CH3:6]. (4) Given the reactants [CH3:1][Si:2]([C:5]#[CH:6])([CH3:4])[CH3:3].[CH2:7]([CH:9]([CH2:19][CH2:20][CH2:21][CH3:22])[CH2:10][O:11][C:12]1[CH:17]=[CH:16][C:15](I)=[CH:14][CH:13]=1)[CH3:8], predict the reaction product. The product is: [CH2:7]([CH:9]([CH2:19][CH2:20][CH2:21][CH3:22])[CH2:10][O:11][C:12]1[CH:13]=[CH:14][C:15]([C:6]#[C:5][Si:2]([CH3:4])([CH3:3])[CH3:1])=[CH:16][CH:17]=1)[CH3:8]. (5) Given the reactants [Cl-].[CH3:2][C:3]1[S:4][CH:5]=[CH:6][C:7]=1[C:8]([O-:10])=O.C1COCC1.[CH3:16][NH2:17], predict the reaction product. The product is: [CH3:16][NH:17][C:8]([C:7]1[CH:6]=[CH:5][S:4][C:3]=1[CH3:2])=[O:10]. (6) Given the reactants C([O:8][C:9]1[N:14]=[CH:13][C:12]([C:15]2[N:20]=[C:19]([NH:21][C:22]([CH:24]3[CH2:26][CH2:25]3)=[O:23])[CH:18]=[N:17][C:16]=2[C:27]2[CH:32]=[CH:31][N:30]=[CH:29][CH:28]=2)=[CH:11][CH:10]=1)C1C=CC=CC=1, predict the reaction product. The product is: [OH:8][C:9]1[N:14]=[CH:13][C:12]([C:15]2[N:20]=[C:19]([NH:21][C:22]([CH:24]3[CH2:26][CH2:25]3)=[O:23])[CH:18]=[N:17][C:16]=2[C:27]2[CH:28]=[CH:29][N:30]=[CH:31][CH:32]=2)=[CH:11][CH:10]=1. (7) Given the reactants [NH2:1][CH:2]1[CH2:7][CH2:6][N:5]([CH2:8][C:9]2[CH:14]=[CH:13][CH:12]=[CH:11][CH:10]=2)[CH2:4][CH2:3]1.[N:15]([CH2:18][C:19]([O:21][CH2:22][CH3:23])=[O:20])=[C:16]=[O:17], predict the reaction product. The product is: [CH2:8]([N:5]1[CH2:6][CH2:7][CH:2]([NH:1][C:16]([NH:15][CH2:18][C:19]([O:21][CH2:22][CH3:23])=[O:20])=[O:17])[CH2:3][CH2:4]1)[C:9]1[CH:14]=[CH:13][CH:12]=[CH:11][CH:10]=1.